From a dataset of Catalyst prediction with 721,799 reactions and 888 catalyst types from USPTO. Predict which catalyst facilitates the given reaction. Reactant: [H-].[Na+].[C:3]([CH2:5][C:6]([NH2:8])=[O:7])#[N:4].F[C:10]1[CH:15]=[CH:14][CH:13]=[CH:12][C:11]=1[N+:16]([O-:18])=[O:17].Cl. Product: [C:3]([CH:5]([C:10]1[CH:15]=[CH:14][CH:13]=[CH:12][C:11]=1[N+:16]([O-:18])=[O:17])[C:6]([NH2:8])=[O:7])#[N:4]. The catalyst class is: 3.